Dataset: KCNQ2 potassium channel screen with 302,405 compounds. Task: Binary Classification. Given a drug SMILES string, predict its activity (active/inactive) in a high-throughput screening assay against a specified biological target. (1) The compound is O(c1nc2c(CCc3c2cccc3)c(c1C#N)c1occc1)CC(=O)c1ccccc1. The result is 1 (active). (2) The molecule is S(=O)(=O)(N1CCC(CC1)C(=O)NCCN(CCc1ccccc1)C)N1CCOCC1. The result is 0 (inactive). (3) The compound is Fc1c(C(=O)NCc2[nH]c3c(n2)cccc3)c(F)c(F)c(F)c1F. The result is 0 (inactive). (4) The drug is s1nc2cc(CN3CCC(CC3)(CCc3ccccc3)CO)ccc2n1. The result is 0 (inactive). (5) The drug is O1C(Cc2c(C1)c(nc1oc(c(N)c21)C(=O)c1ccccc1)CCC)(C)C. The result is 0 (inactive). (6) The compound is o1c2c(c(NC(=O)c3cc4OCOc4cc3)c1C(=O)Nc1cc(OC)ccc1)cccc2. The result is 0 (inactive). (7) The compound is O=C(Nc1ccccc1)c1cc(n2c(ccc2C)C)ccc1. The result is 0 (inactive).